This data is from Reaction yield outcomes from USPTO patents with 853,638 reactions. The task is: Predict the reaction yield, written as a fraction of the theoretical maximum amount of product (1.0 means a 100% yield; for example, 0.34 means a 34% yield). The reactants are [NH2:1][CH2:2][CH2:3][N:4]1[C:13](=[O:14])[C:12]2[C:7](=[CH:8][CH:9]=[CH:10][CH:11]=2)[NH:6][C:5]1=[O:15].I[CH2:17][C@H:18]1[O:22][C:21](=[O:23])[N:20]([C:24]2[CH:25]=[CH:26][C:27]3[S:32][CH2:31][C:30](=[O:33])[NH:29][C:28]=3[CH:34]=2)[CH2:19]1. No catalyst specified. The product is [O:23]=[C:21]1[N:20]([C:24]2[CH:25]=[CH:26][C:27]3[S:32][CH2:31][C:30](=[O:33])[NH:29][C:28]=3[CH:34]=2)[CH2:19][C@@H:18]([CH2:17][NH:1][CH2:2][CH2:3][N:4]2[C:13](=[O:14])[C:12]3[C:7](=[CH:8][CH:9]=[CH:10][CH:11]=3)[NH:6][C:5]2=[O:15])[O:22]1. The yield is 0.190.